From a dataset of Catalyst prediction with 721,799 reactions and 888 catalyst types from USPTO. Predict which catalyst facilitates the given reaction. Reactant: [F:1][C:2]1[CH:3]=[C:4]([NH:11][C:12]([CH3:17])([CH3:16])[C:13]([OH:15])=[O:14])[CH:5]=[CH:6][C:7]=1[CH2:8][O:9][CH3:10].[C:18]([O-])([O-])=O.[K+].[K+].CI. Product: [F:1][C:2]1[CH:3]=[C:4]([NH:11][C:12]([CH3:17])([CH3:16])[C:13]([O:15][CH3:18])=[O:14])[CH:5]=[CH:6][C:7]=1[CH2:8][O:9][CH3:10]. The catalyst class is: 6.